From a dataset of Full USPTO retrosynthesis dataset with 1.9M reactions from patents (1976-2016). Predict the reactants needed to synthesize the given product. (1) The reactants are: O=C(NCCC)C(N[C:11]([C:13]1[O:14][C:15]2[CH:21]=[CH:20][C:19]([NH:22]C(C3C(C4C=CC(C(F)(F)F)=CC=4)=CC=CC=3)=O)=[CH:18][C:16]=2[CH:17]=1)=[O:12])C1C=CC=CC=1.[H][H].C1C[O:50][CH2:49]C1. Given the product [CH3:49][O:50][C:11]([C:13]1[O:14][C:15]2[CH:21]=[CH:20][C:19]([NH2:22])=[CH:18][C:16]=2[CH:17]=1)=[O:12], predict the reactants needed to synthesize it. (2) The reactants are: [NH2:1][C:2]1[N:6]([CH:7]2[CH2:12][CH2:11][CH2:10][NH:9][CH2:8]2)[N:5]=[C:4]([C:13]2[CH:18]=[CH:17][C:16]([CH2:19][C:20]3[CH:25]=[CH:24][CH:23]=[CH:22][CH:21]=3)=[CH:15][CH:14]=2)[C:3]=1[C:26]([NH2:28])=[O:27].C([O-])([O-])=O.[Cs+].[Cs+].[N:35]#[C:36]Br. Given the product [NH2:1][C:2]1[N:6]([CH:7]2[CH2:12][CH2:11][CH2:10][N:9]([C:36]#[N:35])[CH2:8]2)[N:5]=[C:4]([C:13]2[CH:14]=[CH:15][C:16]([CH2:19][C:20]3[CH:21]=[CH:22][CH:23]=[CH:24][CH:25]=3)=[CH:17][CH:18]=2)[C:3]=1[C:26]([NH2:28])=[O:27], predict the reactants needed to synthesize it.